Dataset: Catalyst prediction with 721,799 reactions and 888 catalyst types from USPTO. Task: Predict which catalyst facilitates the given reaction. (1) Reactant: [Na].C(O)C.[Cl:5][C:6]1[CH:7]=[C:8]([C:16](=[O:18])[CH3:17])[CH:9]=[CH:10][C:11]=1[O:12][CH:13]([CH3:15])[CH3:14].[C:19](OCC)(=[O:25])[C:20]([O:22][CH2:23][CH3:24])=[O:21]. Product: [Cl:5][C:6]1[CH:7]=[C:8]([C:16](=[O:18])[CH2:17][C:19](=[O:25])[C:20]([O:22][CH2:23][CH3:24])=[O:21])[CH:9]=[CH:10][C:11]=1[O:12][CH:13]([CH3:15])[CH3:14]. The catalyst class is: 25. (2) Reactant: ClC1C=C2C(C=CN2[C@@H](C)C(O)=O)=CC=1.CN(C(ON1N=NC2C=CC=NC1=2)=[N+](C)C)C.F[P-](F)(F)(F)(F)F.CN1CCNCC1.[S:47]1[CH:51]=[CH:50][N:49]=[C:48]1[NH:52][S:53]([C:56]1[CH:61]=[CH:60][CH:59]=[CH:58][CH:57]=1)(=[O:55])=[O:54].C([O-])(O)=O.[Na+]. Product: [S:47]1[CH:51]=[CH:50][N:49]=[C:48]1[NH:52][S:53]([C:56]1[CH:61]=[CH:60][CH:59]=[CH:58][CH:57]=1)(=[O:55])=[O:54]. The catalyst class is: 39. (3) Reactant: [Br:1][C:2]1[CH:3]=[CH:4][C:5]([F:19])=[C:6]([C:8]2[NH:12][C:11]3[CH:13]=[CH:14][C:15]([O:17][CH3:18])=[CH:16][C:10]=3[N:9]=2)[CH:7]=1.[CH3:20][C:21]([O:24][C:25](O[C:25]([O:24][C:21]([CH3:23])([CH3:22])[CH3:20])=[O:26])=[O:26])([CH3:23])[CH3:22]. Product: [C:21]([O:24][C:25]([N:12]1[C:11]2[CH:13]=[CH:14][C:15]([O:17][CH3:18])=[CH:16][C:10]=2[N:9]=[C:8]1[C:6]1[CH:7]=[C:2]([Br:1])[CH:3]=[CH:4][C:5]=1[F:19])=[O:26])([CH3:23])([CH3:22])[CH3:20]. The catalyst class is: 166. (4) Reactant: [O:1]=[C:2]1[N:6]([C:7]2[CH:23]=[CH:22][C:10]3[CH2:11][CH2:12][N:13](C(=O)C(F)(F)F)[CH2:14][CH2:15][C:9]=3[CH:8]=2)[CH2:5][C@H:4]([NH:24][C:25](=[O:34])[O:26][CH2:27][C:28]2[CH:33]=[CH:32][CH:31]=[CH:30][CH:29]=2)[CH2:3]1.C(=O)([O-])[O-].[K+].[K+]. Product: [O:1]=[C:2]1[N:6]([C:7]2[CH:23]=[CH:22][C:10]3[CH2:11][CH2:12][NH:13][CH2:14][CH2:15][C:9]=3[CH:8]=2)[CH2:5][C@H:4]([NH:24][C:25](=[O:34])[O:26][CH2:27][C:28]2[CH:29]=[CH:30][CH:31]=[CH:32][CH:33]=2)[CH2:3]1. The catalyst class is: 24. (5) Reactant: [N+:1]([C:4]1[CH:9]=[CH:8][C:7]([C:10]2[NH:11][C:12]([C:15]3[CH:20]=[CH:19][C:18]([N+:21]([O-])=O)=[CH:17][CH:16]=3)=[CH:13][N:14]=2)=[CH:6][CH:5]=1)([O-])=O. Product: [NH2:1][C:4]1[CH:5]=[CH:6][C:7]([C:10]2[NH:11][C:12]([C:15]3[CH:20]=[CH:19][C:18]([NH2:21])=[CH:17][CH:16]=3)=[CH:13][N:14]=2)=[CH:8][CH:9]=1. The catalyst class is: 94. (6) Reactant: Br.Br[CH2:3][C:4]1[CH:9]=[CH:8][N:7]=[CH:6][CH:5]=1.[OH:10][C:11]1[CH:16]=[CH:15][C:14]([CH2:17][CH2:18][CH:19]([CH2:24][CH2:25][CH2:26][C:27]2[CH:32]=[CH:31][CH:30]=[CH:29][CH:28]=2)[C:20]([O:22][CH3:23])=[O:21])=[CH:13][CH:12]=1.C([O-])([O-])=O.[Cs+].[Cs+].Cl. Product: [N:7]1[CH:8]=[CH:9][C:4]([CH2:3][O:10][C:11]2[CH:12]=[CH:13][C:14]([CH2:17][CH2:18][CH:19]([CH2:24][CH2:25][CH2:26][C:27]3[CH:28]=[CH:29][CH:30]=[CH:31][CH:32]=3)[C:20]([O:22][CH3:23])=[O:21])=[CH:15][CH:16]=2)=[CH:5][CH:6]=1. The catalyst class is: 18. (7) Reactant: [C:1]([N:4]1[CH2:11][C:10]2[CH:12]=[C:13]([C:16]3[CH:24]=[CH:23][CH:22]=[CH:21][C:17]=3[C:18](O)=[O:19])[CH:14]=[CH:15][C:9]=2[CH:8]=[CH:7][C:6]2[CH:25]=[C:26]([Cl:29])[CH:27]=[CH:28][C:5]1=2)(=[O:3])[CH3:2].C(Cl)(=O)C(Cl)=O.C([O-])([O-])=O.[K+].[K+].[N:42]1[CH:47]=[CH:46]C=NN=1. Product: [C:1]([N:4]1[CH2:11][C:10]2[CH:12]=[C:13]([C:16]3[CH:24]=[CH:23][CH:22]=[CH:21][C:17]=3[C:18]3[O:19][CH:46]=[CH:47][N:42]=3)[CH:14]=[CH:15][C:9]=2[CH:8]=[CH:7][C:6]2[CH:25]=[C:26]([Cl:29])[CH:27]=[CH:28][C:5]1=2)(=[O:3])[CH3:2]. The catalyst class is: 606.